This data is from Reaction yield outcomes from USPTO patents with 853,638 reactions. The task is: Predict the reaction yield, written as a fraction of the theoretical maximum amount of product (1.0 means a 100% yield; for example, 0.34 means a 34% yield). (1) The reactants are [F:1][C:2]([F:39])([F:38])[C:3]1[CH:4]=[C:5]([C@H:13]2[O:17][C:16](=[O:18])[N:15]([CH2:19][C:20]3[C:21]([NH:30][CH:31]4[CH2:36][CH2:35][O:34][CH2:33][CH2:32]4)=[N:22][CH:23]=[C:24]([C:26]([F:29])([F:28])[F:27])[CH:25]=3)[C@H:14]2[CH3:37])[CH:6]=[C:7]([C:9]([F:12])([F:11])[F:10])[CH:8]=1.[H-].[Na+].[CH3:42]I. The catalyst is CS(C)=O.[Cl-].[Na+].O.C(OCC)(=O)C. The product is [F:10][C:9]([F:12])([F:11])[C:7]1[CH:6]=[C:5]([C@@H:13]2[O:17][C:16](=[O:18])[N:15]([CH2:19][C:20]3[C:21]([NH:30][CH:31]4[CH2:36][CH2:35][O:34][CH:33]([CH3:42])[CH2:32]4)=[N:22][CH:23]=[C:24]([C:26]([F:29])([F:28])[F:27])[CH:25]=3)[C@H:14]2[CH3:37])[CH:4]=[C:3]([C:2]([F:1])([F:38])[F:39])[CH:8]=1. The yield is 0.880. (2) The reactants are Cl.[N:2]1[CH:7]=[CH:6][CH:5]=[CH:4][C:3]=1[N:8]([CH2:32][CH2:33][C:34]([O:36][CH2:37][CH3:38])=[O:35])[C:9]([C:11]1[CH:31]=[CH:30][C:14]2[N:15]([CH3:29])[C:16]([CH2:18][NH:19][C:20]3[CH:25]=[CH:24][C:23]([C:26](=[NH:28])[NH2:27])=[CH:22][CH:21]=3)=[N:17][C:13]=2[CH:12]=1)=[O:10].[CH2:39]([C:41]1[CH:49]=[CH:48][C:44]([C:45](Cl)=[O:46])=[CH:43][CH:42]=1)[CH3:40]. The catalyst is ClCCl.CO. The product is [N:2]1[CH:7]=[CH:6][CH:5]=[CH:4][C:3]=1[N:8]([CH2:32][CH2:33][C:34]([O:36][CH2:37][CH3:38])=[O:35])[C:9]([C:11]1[CH:31]=[CH:30][C:14]2[N:15]([CH3:29])[C:16]([CH2:18][NH:19][C:20]3[CH:25]=[CH:24][C:23]([C:26](=[NH:27])[NH:28][C:45](=[O:46])[C:44]4[CH:48]=[CH:49][C:41]([CH2:39][CH3:40])=[CH:42][CH:43]=4)=[CH:22][CH:21]=3)=[N:17][C:13]=2[CH:12]=1)=[O:10]. The yield is 0.640. (3) The reactants are [CH2:1]([N:3]([CH2:14][CH3:15])[CH2:4][CH2:5][O:6][C:7]1[CH:8]=[C:9]([NH2:13])[CH:10]=[CH:11][CH:12]=1)[CH3:2].C(N(CC)C[CH2:20][O:21][C:22]1C=CC=C([N+]([O-])=O)C=1)C.C[OH:34]. The catalyst is [Pd]. The product is [CH3:22][O:21][C:20](=[O:34])[C:12]1[CH:11]=[CH:10][C:9]([NH2:13])=[CH:8][C:7]=1[O:6][CH2:5][CH2:4][N:3]([CH2:1][CH3:2])[CH2:14][CH3:15]. The yield is 1.00. (4) The reactants are [C:1]([C:7]1[C:16]2[C:11](=[C:12]([C:23]#[C:24][CH2:25][CH2:26][CH2:27][CH3:28])[C:13]([NH:17][CH2:18][CH2:19][CH2:20][CH2:21][CH3:22])=[CH:14][CH:15]=2)[CH:10]=[CH:9][C:8]=1[NH:29][CH2:30][CH2:31][CH2:32][CH2:33][CH3:34])#[C:2][CH2:3][CH2:4][CH2:5][CH3:6].[OH-].[K+]. The catalyst is CS(C)=O. The product is [CH2:25]([C:24]1[N:17]([CH2:18][CH2:19][CH2:20][CH2:21][CH3:22])[C:13]2[CH:14]=[CH:15][C:16]3[C:11]([C:12]=2[CH:23]=1)=[CH:10][CH:9]=[C:8]1[C:7]=3[CH:1]=[C:2]([CH2:3][CH2:4][CH2:5][CH3:6])[N:29]1[CH2:30][CH2:31][CH2:32][CH2:33][CH3:34])[CH2:26][CH2:27][CH3:28]. The yield is 0.500.